From a dataset of Full USPTO retrosynthesis dataset with 1.9M reactions from patents (1976-2016). Predict the reactants needed to synthesize the given product. (1) Given the product [C:32]([N:35]1[CH2:40][CH2:39][N:38]([CH2:30][C:28]2[CH:27]=[CH:26][N:25]=[C:24]([C:22]3[NH:23][C:19]([CH:11]([C:8]4[CH:7]=[CH:6][C:5]([S:2]([CH3:1])(=[O:4])=[O:3])=[CH:10][CH:9]=4)[CH2:12][CH:13]4[CH2:14][CH2:15][O:16][CH2:17][CH2:18]4)=[CH:20][CH:21]=3)[CH:29]=2)[CH2:37][CH2:36]1)(=[O:34])[CH3:33], predict the reactants needed to synthesize it. The reactants are: [CH3:1][S:2]([C:5]1[CH:10]=[CH:9][C:8]([CH:11]([C:19]2[NH:23][C:22]([C:24]3[CH:29]=[C:28]([CH:30]=O)[CH:27]=[CH:26][N:25]=3)=[CH:21][CH:20]=2)[CH2:12][CH:13]2[CH2:18][CH2:17][O:16][CH2:15][CH2:14]2)=[CH:7][CH:6]=1)(=[O:4])=[O:3].[C:32]([N:35]1[CH2:40][CH2:39][NH:38][CH2:37][CH2:36]1)(=[O:34])[CH3:33].C(O[BH-](OC(=O)C)OC(=O)C)(=O)C.[Na+]. (2) Given the product [CH2:1]([O:4][C:12](=[O:18])[CH2:13][CH2:14][C:15]([OH:17])=[O:16])[CH:2]=[CH2:3], predict the reactants needed to synthesize it. The reactants are: [CH2:1]([OH:4])[CH:2]=[CH2:3].C(N(CC)CC)C.[C:12]1(=[O:18])[O:17][C:15](=[O:16])[CH2:14][CH2:13]1. (3) Given the product [OH:1][CH2:2][CH2:3][CH2:4][CH2:5][CH2:6][CH2:7][O:8][C:9]1[CH:14]=[CH:13][C:12]([C:15]2[CH:20]=[CH:19][C:18]([O:21][CH2:34][C:30]3([CH2:28][CH3:29])[CH2:33][O:32][CH2:31]3)=[CH:17][CH:16]=2)=[CH:11][CH:10]=1, predict the reactants needed to synthesize it. The reactants are: [OH:1][CH2:2][CH2:3][CH2:4][CH2:5][CH2:6][CH2:7][O:8][C:9]1[CH:14]=[CH:13][C:12]([C:15]2[CH:20]=[CH:19][C:18]([OH:21])=[CH:17][CH:16]=2)=[CH:11][CH:10]=1.C(=O)([O-])[O-].[K+].[K+].[CH2:28]([C:30]1([CH2:34]I)[CH2:33][O:32][CH2:31]1)[CH3:29].O. (4) Given the product [Br:13][C:14]1[CH:19]=[CH:18][C:17]([C:20](=[O:22])[CH2:21][C:3](=[O:5])[C:2]([F:1])([F:8])[F:9])=[CH:16][CH:15]=1, predict the reactants needed to synthesize it. The reactants are: [F:1][C:2]([F:9])([F:8])[C:3]([O:5]CC)=O.C[O-].[Na+].[Br:13][C:14]1[CH:19]=[CH:18][C:17]([C:20](=[O:22])[CH3:21])=[CH:16][CH:15]=1. (5) The reactants are: [C:1]([C@@:3]1([OH:19])[C@H:7]([OH:8])[C@@H:6]([CH2:9][OH:10])[O:5][C@H:4]1[N:11]1[CH:16]=[CH:15][C:14](=[O:17])[NH:13][C:12]1=[O:18])#[CH:2].CN(C1C2C(N(C)C)=CC=CC=2C=CC=1)C.[P:36](Cl)(Cl)(=[O:44])[O:37][C:38]1[CH:43]=[CH:42][CH:41]=[CH:40][CH:39]=1.[NH2:47][C@@H:48]([CH2:55][C:56]1[CH:61]=[CH:60][CH:59]=[CH:58][CH:57]=1)[C:49]([O:51][CH:52]([CH3:54])[CH3:53])=[O:50].C(N(CC)CC)C. Given the product [O:18]=[C:12]1[NH:13][C:14](=[O:17])[CH:15]=[CH:16][N:11]1[C@@H:4]1[O:5][C@H:6]([CH2:9][O:10][P:36]([NH:47][C@@H:48]([CH2:55][C:56]2[CH:57]=[CH:58][CH:59]=[CH:60][CH:61]=2)[C:49]([O:51][CH:52]([CH3:53])[CH3:54])=[O:50])([O:37][C:38]2[CH:43]=[CH:42][CH:41]=[CH:40][CH:39]=2)=[O:44])[C@@H:7]([OH:8])[C@@:3]1([C:1]#[CH:2])[OH:19], predict the reactants needed to synthesize it. (6) Given the product [CH3:24][O:22][C:21]([C:20]1[C:3]([C:5]2[CH:10]=[CH:9][CH:8]=[CH:7][C:6]=2[N+:11]([O-:13])=[O:12])=[CH:2][N:14]2[C:15]=1[CH:16]=[CH:17][CH:18]=[CH:19]2)=[O:23], predict the reactants needed to synthesize it. The reactants are: Br[CH2:2][C:3]([C:5]1[CH:10]=[CH:9][CH:8]=[CH:7][C:6]=1[N+:11]([O-:13])=[O:12])=O.[N:14]1[CH:19]=[CH:18][CH:17]=[CH:16][C:15]=1[CH2:20][C:21]([O-:23])=[O:22].[C:24]([O-])(O)=O.[Na+].